From a dataset of Peptide-MHC class I binding affinity with 185,985 pairs from IEDB/IMGT. Regression. Given a peptide amino acid sequence and an MHC pseudo amino acid sequence, predict their binding affinity value. This is MHC class I binding data. (1) The peptide sequence is FGRCELAAA. The MHC is H-2-Kb with pseudo-sequence H-2-Kb. The binding affinity (normalized) is 0.0735. (2) The MHC is HLA-A11:01 with pseudo-sequence HLA-A11:01. The binding affinity (normalized) is 0.735. The peptide sequence is KQMYKTPTLK. (3) The peptide sequence is YTKKYLLSF. The MHC is HLA-C14:02 with pseudo-sequence HLA-C14:02. The binding affinity (normalized) is 0.295. (4) The peptide sequence is RMYNPTNIL. The MHC is HLA-A02:06 with pseudo-sequence HLA-A02:06. The binding affinity (normalized) is 0.188. (5) The peptide sequence is LLMPLKAPK. The MHC is HLA-A68:01 with pseudo-sequence HLA-A68:01. The binding affinity (normalized) is 0.347. (6) The peptide sequence is FTFKVNSVK. The MHC is HLA-C04:01 with pseudo-sequence HLA-C04:01. The binding affinity (normalized) is 0.213.